Dataset: Peptide-MHC class I binding affinity with 185,985 pairs from IEDB/IMGT. Task: Regression. Given a peptide amino acid sequence and an MHC pseudo amino acid sequence, predict their binding affinity value. This is MHC class I binding data. (1) The peptide sequence is KLVGIELPK. The MHC is HLA-A02:06 with pseudo-sequence HLA-A02:06. The binding affinity (normalized) is 0.0847. (2) The peptide sequence is KYKLKHIVW. The MHC is HLA-B27:05 with pseudo-sequence HLA-B27:05. The binding affinity (normalized) is 0. (3) The peptide sequence is PESDAAARV. The MHC is H-2-Kk with pseudo-sequence H-2-Kk. The binding affinity (normalized) is 0.0929. (4) The peptide sequence is ASYRLCLYR. The MHC is HLA-B40:01 with pseudo-sequence HLA-B40:01. The binding affinity (normalized) is 0.0847. (5) The peptide sequence is RRYQIAQYK. The MHC is HLA-B15:09 with pseudo-sequence HLA-B15:09. The binding affinity (normalized) is 0.0847. (6) The peptide sequence is LLRRRPYPL. The MHC is HLA-A31:01 with pseudo-sequence HLA-A31:01. The binding affinity (normalized) is 0.0847. (7) The peptide sequence is AKGVFLSL. The MHC is H-2-Kb with pseudo-sequence H-2-Kb. The binding affinity (normalized) is 0.212.